This data is from Forward reaction prediction with 1.9M reactions from USPTO patents (1976-2016). The task is: Predict the product of the given reaction. (1) Given the reactants [NH2:1][C:2]1[C:11]2[N:12]=[C:13]3[CH2:18][O:17][CH2:16][C@H:15](CCCNC(=O)OC(C)(C)C)[N:14]3[C:10]=2[C:9]2[C:4](=[CH:5][CH:6]=[CH:7][CH:8]=2)[N:3]=1.Cl, predict the reaction product. The product is: [CH:8]1[CH:7]=[CH:6][CH:5]=[C:4]2[C:9]=1[C:10]1[N:14]3[CH2:15][CH2:16][O:17][CH2:18][C:13]3=[N:12][C:11]=1[C:2]([NH2:1])=[N:3]2. (2) Given the reactants [CH3:1][O:2][C:3]([CH:5]1[CH2:14][C:13]2[CH:12]=[C:11]3[O:15][CH2:16][C@@:17]([C:20]4[CH:25]=[CH:24][C:23]([O:26][CH2:27][C:28]5[CH:33]=[CH:32][C:31]([Cl:34])=[C:30]([Cl:35])[CH:29]=5)=[CH:22][CH:21]=4)(O)[O:18][C:10]3=[CH:9][C:8]=2[CH2:7][N:6]1[C:36]([O:38][C:39]([CH3:42])([CH3:41])[CH3:40])=[O:37])=[O:4].C(O)(C(F)(F)F)=O.C([SiH](CC)CC)C.C(OC(OC(C)(C)C)=O)(OC(C)(C)C)=O.C(=O)(O)[O-].[Na+].Cl, predict the reaction product. The product is: [CH3:1][O:2][C:3]([CH:5]1[CH2:14][C:13]2[CH:12]=[C:11]3[O:15][CH2:16][C@H:17]([C:20]4[CH:25]=[CH:24][C:23]([O:26][CH2:27][C:28]5[CH:33]=[CH:32][C:31]([Cl:34])=[C:30]([Cl:35])[CH:29]=5)=[CH:22][CH:21]=4)[O:18][C:10]3=[CH:9][C:8]=2[CH2:7][N:6]1[C:36]([O:38][C:39]([CH3:42])([CH3:41])[CH3:40])=[O:37])=[O:4].